From a dataset of Forward reaction prediction with 1.9M reactions from USPTO patents (1976-2016). Predict the product of the given reaction. Given the reactants Br[C:2]1[CH:7]=[CH:6][C:5]([S:8]([C:11]([F:14])([F:13])[F:12])(=[O:10])=[O:9])=[CH:4][CH:3]=1.B1(B2OC(C)(C)C(C)(C)O2)OC(C)(C)C(C)(C)O1.C([O-])(=O)C.[K+].Br[C:39]1[CH:40]=[C:41]2[C:46](=[CH:47][CH:48]=1)[NH:45][C:44](=[O:49])[CH:43]([OH:50])[CH2:42]2.C([O-])([O-])=O.[Na+].[Na+], predict the reaction product. The product is: [OH:50][CH:43]1[CH2:42][C:41]2[C:46](=[CH:47][CH:48]=[C:39]([C:2]3[CH:7]=[CH:6][C:5]([S:8]([C:11]([F:14])([F:13])[F:12])(=[O:10])=[O:9])=[CH:4][CH:3]=3)[CH:40]=2)[NH:45][C:44]1=[O:49].